This data is from Full USPTO retrosynthesis dataset with 1.9M reactions from patents (1976-2016). The task is: Predict the reactants needed to synthesize the given product. (1) Given the product [CH3:39][O:38][N:37]([CH3:36])[C:22]([C:19]1[CH:20]=[C:21]2[C:11]3([CH2:10][CH2:9][N:8]([C:6]([O:5][C:1]([CH3:3])([CH3:4])[CH3:2])=[O:7])[CH2:13][CH2:12]3)[CH2:14][N:15]([C:25]3[C:26]4[C@H:33]([CH3:34])[CH2:32][CH2:31][C:27]=4[N:28]=[CH:29][N:30]=3)[C:16]2=[CH:17][CH:18]=1)=[O:24], predict the reactants needed to synthesize it. The reactants are: [C:1]([O:5][C:6]([N:8]1[CH2:13][CH2:12][C:11]2([C:21]3[C:16](=[CH:17][CH:18]=[C:19]([C:22]([OH:24])=O)[CH:20]=3)[N:15]([C:25]3[C:26]4[C@H:33]([CH3:34])[CH2:32][CH2:31][C:27]=4[N:28]=[CH:29][N:30]=3)[CH2:14]2)[CH2:10][CH2:9]1)=[O:7])([CH3:4])([CH3:3])[CH3:2].Cl.[CH3:36][NH:37][O:38][CH3:39]. (2) Given the product [CH2:37]([CH:32]([O:31][C:24]1[CH:25]=[CH:26][CH:27]=[C:28]2[C:23]=1[N:22]=[C:21]([NH2:20])[CH:30]=[CH:29]2)[CH2:33][CH2:34][CH2:35][CH3:38])[CH3:36], predict the reactants needed to synthesize it. The reactants are: C1C=CC(P(C2C=CC=CC=2)C2C=CC=CC=2)=CC=1.[NH2:20][C:21]1[CH:30]=[CH:29][C:28]2[C:23](=[C:24]([OH:31])[CH:25]=[CH:26][CH:27]=2)[N:22]=1.[CH:32]1[CH:37]=[CH:36][C:35]([CH2:38]OC(/N=N/C(O[CH2:38][C:35]2[CH:36]=[CH:37][CH:32]=[CH:33][CH:34]=2)=O)=O)=[CH:34][CH:33]=1.CCC(O)CCCC. (3) Given the product [F:24][C:16]1[CH:15]=[C:14]([CH:19]=[CH:18][C:17]=1[C:20]([F:21])([F:23])[F:22])[CH2:13][CH:12]1[C:4]2=[N:5][C:6]3[CH:11]=[CH:10][CH:9]=[CH:8][C:7]=3[N:3]2[C:26](=[O:27])[NH:25]1, predict the reactants needed to synthesize it. The reactants are: N#N.[NH:3]1[C:7]2[CH:8]=[CH:9][CH:10]=[CH:11][C:6]=2[N:5]=[C:4]1[CH:12]([NH2:25])[CH2:13][C:14]1[CH:19]=[CH:18][C:17]([C:20]([F:23])([F:22])[F:21])=[C:16]([F:24])[CH:15]=1.[C:26](N1C=CN=C1)(N1C=CN=C1)=[O:27].O. (4) The reactants are: [CH2:1]([O:3][C:4]([C@H:6]1[C@@H:11]([NH:12][CH2:13][C:14]2[CH:19]=[CH:18][C:17]([F:20])=[CH:16][CH:15]=2)[C@H:10]2[CH2:21][C@@H:7]1[CH2:8][CH2:9]2)=[O:5])[CH3:2].[CH3:22][S:23]([NH:26][C:27]1[CH:42]=[CH:41][C:30]2[NH:31][C:32]([CH2:37][C:38](O)=[O:39])=[N:33][S:34](=[O:36])(=[O:35])[C:29]=2[CH:28]=1)(=[O:25])=[O:24].Cl.CN(C)CCCN=C=NCC.Cl. Given the product [CH2:1]([O:3][C:4]([C@H:6]1[C@@H:11]([N:12]([CH2:13][C:14]2[CH:19]=[CH:18][C:17]([F:20])=[CH:16][CH:15]=2)[C:38](=[O:39])[CH2:37][C:32]2[NH:31][C:30]3[CH:41]=[CH:42][C:27]([NH:26][S:23]([CH3:22])(=[O:25])=[O:24])=[CH:28][C:29]=3[S:34](=[O:35])(=[O:36])[N:33]=2)[C@H:10]2[CH2:21][C@@H:7]1[CH2:8][CH2:9]2)=[O:5])[CH3:2], predict the reactants needed to synthesize it. (5) The reactants are: [Cl:1][C:2]1[CH:3]=[C:4]([CH:12]=[CH:13][C:14]=1[Cl:15])[O:5][CH:6]1[CH2:11][CH2:10][NH:9][CH2:8][CH2:7]1.[CH3:16][C@@:17]1([CH2:20][N:21]2[C:29](=[O:30])[C:28]3[C:23](=[CH:24][CH:25]=[CH:26][CH:27]=3)[C:22]2=[O:31])[CH2:19][O:18]1.C(N(CC)CC)C. Given the product [NH3:9].[Cl:1][C:2]1[CH:3]=[C:4]([CH:12]=[CH:13][C:14]=1[Cl:15])[O:5][CH:6]1[CH2:11][CH2:10][N:9]([CH2:19][C@:17]([OH:18])([CH3:16])[CH2:20][N:21]2[C:22](=[O:31])[C:23]3[C:28](=[CH:27][CH:26]=[CH:25][CH:24]=3)[C:29]2=[O:30])[CH2:8][CH2:7]1, predict the reactants needed to synthesize it. (6) The reactants are: C(N(CC)CC)C.[Cl:8][C:9]1[CH:17]=[CH:16][C:12]([C:13](O)=[O:14])=[CH:11][C:10]=1[NH:18][C:19]([C:21]1[C:32](=[O:33])[NH:31][C:24]2[N:25]=[C:26]([O:29][CH3:30])[N:27]=[CH:28][C:23]=2[CH:22]=1)=[O:20].CN(C(ON1N=NC2C=CC=NC1=2)=[N+](C)C)C.F[P-](F)(F)(F)(F)F.[NH2:58][CH:59]([CH:70]1[CH2:75][CH2:74][CH2:73][CH2:72][CH2:71]1)[CH2:60][CH2:61][NH:62][C:63](=[O:69])[O:64][C:65]([CH3:68])([CH3:67])[CH3:66]. Given the product [Cl:8][C:9]1[CH:17]=[CH:16][C:12]([C:13]([NH:58][CH:59]([CH:70]2[CH2:71][CH2:72][CH2:73][CH2:74][CH2:75]2)[CH2:60][CH2:61][NH:62][C:63](=[O:69])[O:64][C:65]([CH3:68])([CH3:67])[CH3:66])=[O:14])=[CH:11][C:10]=1[NH:18][C:19]([C:21]1[C:32](=[O:33])[NH:31][C:24]2[N:25]=[C:26]([O:29][CH3:30])[N:27]=[CH:28][C:23]=2[CH:22]=1)=[O:20], predict the reactants needed to synthesize it. (7) Given the product [CH3:24][O:22][C:20]([C:16]1[CH:17]=[C:18]2[C:13](=[CH:14][CH:15]=1)[NH:12][CH:11]=[C:19]2[C:1](=[O:8])[C:2]1[CH:7]=[CH:6][CH:5]=[CH:4][CH:3]=1)=[O:21], predict the reactants needed to synthesize it. The reactants are: [C:1](Cl)(=[O:8])[C:2]1[CH:7]=[CH:6][CH:5]=[CH:4][CH:3]=1.C[C:11]1[NH:12][C:13]2[C:18]([CH:19]=1)=[CH:17][C:16]([C:20]([OH:22])=[O:21])=[CH:15][CH:14]=2.O.[CH3:24]CCCCC. (8) Given the product [Cl:19][C:12]1[CH:13]=[C:14]([CH3:18])[CH:15]=[C:16]([CH3:17])[C:11]=1[N:6]1[CH2:7][CH2:8][CH2:9][C:10]2=[C:2]([C:43]([OH:47])([CH2:44][CH2:45][CH3:46])[CH2:42][CH2:41][CH3:40])[N:3]([CH3:20])[N:4]=[C:5]12, predict the reactants needed to synthesize it. The reactants are: Br[C:2]1[N:3]([CH3:20])[N:4]=[C:5]2[C:10]=1[CH2:9][CH2:8][CH2:7][N:6]2[C:11]1[C:16]([CH3:17])=[CH:15][C:14]([CH3:18])=[CH:13][C:12]=1[Cl:19].N1C2C(=CC=C3C=2N=CC=C3)C=CC=1.C([Li])CCC.[CH3:40][CH2:41][CH2:42][C:43](=[O:47])[CH2:44][CH2:45][CH3:46].